From a dataset of Reaction yield outcomes from USPTO patents with 853,638 reactions. Predict the reaction yield, written as a fraction of the theoretical maximum amount of product (1.0 means a 100% yield; for example, 0.34 means a 34% yield). The reactants are [N:1]1([C:7]2[CH:8]=[C:9]([C:31]([O:33]C)=[O:32])[C:10]3[N:14]=[C:13]([C:15]([F:18])([F:17])[F:16])[N:12]([CH2:19][C:20]4[C:29]5[C:24](=[CH:25][CH:26]=[CH:27][CH:28]=5)[CH:23]=[CH:22][CH:21]=4)[C:11]=3[CH:30]=2)[CH2:6][CH2:5][O:4][CH2:3][CH2:2]1.[OH-].[Na+].Cl. The catalyst is CO. The product is [N:1]1([C:7]2[CH:8]=[C:9]([C:31]([OH:33])=[O:32])[C:10]3[N:14]=[C:13]([C:15]([F:18])([F:16])[F:17])[N:12]([CH2:19][C:20]4[C:29]5[C:24](=[CH:25][CH:26]=[CH:27][CH:28]=5)[CH:23]=[CH:22][CH:21]=4)[C:11]=3[CH:30]=2)[CH2:2][CH2:3][O:4][CH2:5][CH2:6]1. The yield is 0.820.